Dataset: Catalyst prediction with 721,799 reactions and 888 catalyst types from USPTO. Task: Predict which catalyst facilitates the given reaction. (1) Reactant: CC(O)C.[Cl:5][C:6]1[N:11]=[C:10](Cl)[C:9]([Cl:13])=[CH:8][N:7]=1.[C:14]1([C@@H:20]([CH2:22][OH:23])[NH2:21])[CH:19]=[CH:18][CH:17]=[CH:16][CH:15]=1.CCN(C(C)C)C(C)C. Product: [Cl:5][C:6]1[N:11]=[C:10]([NH:21][C@@H:20]([C:14]2[CH:19]=[CH:18][CH:17]=[CH:16][CH:15]=2)[CH2:22][OH:23])[C:9]([Cl:13])=[CH:8][N:7]=1. The catalyst class is: 6. (2) Reactant: [N:1]1[C:10]2[C:5](=[CH:6][CH:7]=[CH:8][N:9]=2)[CH:4]=[CH:3][C:2]=1[CH2:11][CH2:12][CH2:13][NH:14][C:15](=[O:21])[O:16][C:17]([CH3:20])([CH3:19])[CH3:18]. Product: [N:1]1[C:10]2[NH:9][CH2:8][CH2:7][CH2:6][C:5]=2[CH:4]=[CH:3][C:2]=1[CH2:11][CH2:12][CH2:13][NH:14][C:15](=[O:21])[O:16][C:17]([CH3:19])([CH3:18])[CH3:20]. The catalyst class is: 847. (3) Reactant: [CH:1]1([NH:4][C:5]2[N:10]3[N:11]=[CH:12][C:13](/[CH:14]=[C:15]4/[C:16](=[O:21])[NH:17][C:18](=[O:20])[NH:19]/4)=[C:9]3[N:8]=[C:7](S(C)=O)[N:6]=2)[CH2:3][CH2:2]1.C1(NC2N3N=CC(/C=C4/C(=O)NC(=O)N/4)=C3N=C(S(C)(=O)=O)N=2)CC1.[NH:50]1[CH:54]=[C:53]([CH:55]=[O:56])[N:52]=[CH:51]1. Product: [CH:1]1([NH:4][C:5]2[N:10]3[N:11]=[CH:12][C:13](/[CH:14]=[C:15]4\[NH:19][C:18](=[O:20])[NH:17][C:16]\4=[O:21])=[C:9]3[N:8]=[C:7]([N:50]3[CH:54]=[C:53]([CH:55]=[O:56])[N:52]=[CH:51]3)[N:6]=2)[CH2:3][CH2:2]1. The catalyst class is: 32. (4) Reactant: [NH2:1][C:2]1[C:7]([O:8][CH:9]2[C:13]3([CH2:15][CH2:14]3)[CH2:12][N:11]([C:16]([O:18][C:19]([CH3:22])([CH3:21])[CH3:20])=[O:17])[CH2:10]2)=[CH:6][C:5]([C:23]([O:25]C)=O)=[CH:4][N:3]=1.[CH3:27][NH2:28]. Product: [NH2:1][C:2]1[C:7]([O:8][CH:9]2[C:13]3([CH2:14][CH2:15]3)[CH2:12][N:11]([C:16]([O:18][C:19]([CH3:20])([CH3:21])[CH3:22])=[O:17])[CH2:10]2)=[CH:6][C:5]([C:23](=[O:25])[NH:28][CH3:27])=[CH:4][N:3]=1. The catalyst class is: 5.